Dataset: Catalyst prediction with 721,799 reactions and 888 catalyst types from USPTO. Task: Predict which catalyst facilitates the given reaction. (1) Reactant: [CH3:1][C:2]1[CH:7]=[CH:6][C:5]([S:8]([O:11][CH2:12][CH:13]2[CH2:17][C:16]3[CH:18]=[CH:19][CH:20]=[C:21](Br)[C:15]=3[O:14]2)(=[O:10])=[O:9])=[CH:4][CH:3]=1.[CH3:23][O:24][C:25]1[CH:30]=[CH:29][C:28](B(O)O)=[CH:27][CH:26]=1.C(=O)([O-])[O-].[K+].[K+]. Product: [CH3:1][C:2]1[CH:7]=[CH:6][C:5]([S:8]([O:11][CH2:12][CH:13]2[CH2:17][C:16]3[CH:18]=[CH:19][CH:20]=[C:21]([C:28]4[CH:29]=[CH:30][C:25]([O:24][CH3:23])=[CH:26][CH:27]=4)[C:15]=3[O:14]2)(=[O:10])=[O:9])=[CH:4][CH:3]=1. The catalyst class is: 608. (2) Reactant: [CH3:1][N:2]1[C:11]2[C:6](=[CH:7][CH:8]=[CH:9][CH:10]=2)[C:5](=[N:12]O)[CH2:4][CH2:3]1. Product: [CH3:1][N:2]1[C:11]2[C:6](=[CH:7][CH:8]=[CH:9][CH:10]=2)[CH:5]([NH2:12])[CH2:4][CH2:3]1. The catalyst class is: 105. (3) Reactant: OCC(N1[CH2:10][CH2:9][N:8]([C:11]2[CH:33]=[CH:32][C:14]([NH:15]C3N=C(C4N(C(C)C)C(C)=NC=4)C(Cl)=CN=3)=[CH:13][CH:12]=2)[CH2:7]C1)=O.CC[OH:36]. Product: [NH2:15][C:14]1[CH:32]=[CH:33][C:11]([N:8]2[CH2:7][CH:10]([OH:36])[CH2:9]2)=[CH:12][CH:13]=1. The catalyst class is: 45. (4) Reactant: [Cl:1][C:2]1[C:3](Cl)=[N:4][CH:5]=[C:6]([CH:32]=1)[C:7]([NH:9][C@H:10]([CH:29]([CH3:31])[CH3:30])[C:11]([N:13]1[CH2:18][CH2:17][C@@:16]([C:20]2[CH:25]=[CH:24][C:23]([Cl:26])=[CH:22][CH:21]=2)([OH:19])[C:15]([CH3:28])([CH3:27])[CH2:14]1)=[O:12])=[O:8].[C:34]1([O-:40])[CH:39]=[CH:38][CH:37]=[CH:36][CH:35]=1.[Na+]. Product: [Cl:1][C:2]1[C:3]([O:40][C:34]2[CH:39]=[CH:38][CH:37]=[CH:36][CH:35]=2)=[N:4][CH:5]=[C:6]([CH:32]=1)[C:7]([NH:9][C@H:10]([CH:29]([CH3:30])[CH3:31])[C:11]([N:13]1[CH2:18][CH2:17][C@@:16]([C:20]2[CH:25]=[CH:24][C:23]([Cl:26])=[CH:22][CH:21]=2)([OH:19])[C:15]([CH3:28])([CH3:27])[CH2:14]1)=[O:12])=[O:8]. The catalyst class is: 3.